Dataset: Forward reaction prediction with 1.9M reactions from USPTO patents (1976-2016). Task: Predict the product of the given reaction. Given the reactants [NH2:1][C:2]1[C:7]([NH2:8])=[C:6]([C:9]2[CH:27]=[CH:26][C:12]([CH2:13][NH:14][C:15]([C:17]3[O:21][N:20]=[C:19]([C:22]([CH3:25])([CH3:24])[CH3:23])[N:18]=3)=[O:16])=[C:11]([F:28])[CH:10]=2)[CH:5]=[CH:4][N:3]=1.[N:29]1[CH:34]=[CH:33][CH:32]=[C:31]([CH:35]=O)[CH:30]=1.CN(C=O)C, predict the reaction product. The product is: [C:22]([C:19]1[N:18]=[C:17]([C:15]([NH:14][CH2:13][C:12]2[CH:26]=[CH:27][C:9]([C:6]3[CH:5]=[CH:4][N:3]=[C:2]4[NH:1][C:35]([C:31]5[CH:30]=[N:29][CH:34]=[CH:33][CH:32]=5)=[N:8][C:7]=34)=[CH:10][C:11]=2[F:28])=[O:16])[O:21][N:20]=1)([CH3:23])([CH3:24])[CH3:25].